Dataset: Choline transporter screen with 302,306 compounds. Task: Binary Classification. Given a drug SMILES string, predict its activity (active/inactive) in a high-throughput screening assay against a specified biological target. (1) The result is 0 (inactive). The compound is S(CC(=O)NC1CCCc2c1cccc2)c1sc2c(n1)cccc2. (2) The drug is O(c1cc(CCNC(=O)c2cc([N+]([O-])=O)cc([N+]([O-])=O)c2)ccc1OC)C. The result is 0 (inactive). (3) The result is 0 (inactive). The drug is S(CC(=O)NCc1cc2OCOc2cc1)c1nc2n(cccc2C)c(=O)n1. (4) The molecule is S=C1NC(=O)/C(=C\c2c(n(C3CCCC3)c(c2)C)C)C(=O)N1. The result is 0 (inactive). (5) The drug is O=C(NC1CCCC1)c1cc(NC(=O)c2ccccc2)ccc1. The result is 0 (inactive). (6) The drug is S(=O)(=O)(Nc1c(c(ccc1)C)C)c1ccc(C(=O)NCCCN2CCOCC2)cc1. The result is 0 (inactive). (7) The molecule is S(CC(=O)Nc1ncccc1)CC(O)=O. The result is 0 (inactive). (8) The molecule is Brc1ccc(S(=O)(=O)NNC(=O)c2c(=O)n(c3c(c2O)cccc3)CC)cc1. The result is 0 (inactive). (9) The compound is Clc1cc(NC(C(OC(C)C)=O)C)ccc1F. The result is 0 (inactive). (10) The molecule is s1c2c(nc1NC(=O)CSc1oc(nn1)CNC(=O)c1cc(OC)c(OC)c(OC)c1)cccc2. The result is 0 (inactive).